From a dataset of NCI-60 drug combinations with 297,098 pairs across 59 cell lines. Regression. Given two drug SMILES strings and cell line genomic features, predict the synergy score measuring deviation from expected non-interaction effect. (1) Drug 2: C1CN1P(=S)(N2CC2)N3CC3. Drug 1: CN(CC1=CN=C2C(=N1)C(=NC(=N2)N)N)C3=CC=C(C=C3)C(=O)NC(CCC(=O)O)C(=O)O. Synergy scores: CSS=11.7, Synergy_ZIP=-2.60, Synergy_Bliss=5.46, Synergy_Loewe=-2.66, Synergy_HSA=3.81. Cell line: NCI-H226. (2) Drug 1: C1=NC(=NC(=O)N1C2C(C(C(O2)CO)O)O)N. Drug 2: C(CN)CNCCSP(=O)(O)O. Cell line: PC-3. Synergy scores: CSS=33.4, Synergy_ZIP=-8.70, Synergy_Bliss=2.69, Synergy_Loewe=-43.2, Synergy_HSA=4.11. (3) Drug 1: C1=NC(=NC(=O)N1C2C(C(C(O2)CO)O)O)N. Drug 2: CC1=C(C(=CC=C1)Cl)NC(=O)C2=CN=C(S2)NC3=CC(=NC(=N3)C)N4CCN(CC4)CCO. Cell line: EKVX. Synergy scores: CSS=5.29, Synergy_ZIP=-0.729, Synergy_Bliss=0.455, Synergy_Loewe=0.492, Synergy_HSA=1.56. (4) Drug 1: CC(C1=C(C=CC(=C1Cl)F)Cl)OC2=C(N=CC(=C2)C3=CN(N=C3)C4CCNCC4)N. Drug 2: CS(=O)(=O)OCCCCOS(=O)(=O)C. Cell line: SR. Synergy scores: CSS=66.7, Synergy_ZIP=0.301, Synergy_Bliss=-0.489, Synergy_Loewe=-6.36, Synergy_HSA=-0.581.